Dataset: Forward reaction prediction with 1.9M reactions from USPTO patents (1976-2016). Task: Predict the product of the given reaction. (1) Given the reactants [C:1]([C:5]1[CH:9]=[C:8]([NH2:10])[N:7]([C:11]2[CH:16]=[CH:15][C:14]([CH3:17])=[CH:13][CH:12]=2)[N:6]=1)([CH3:4])([CH3:3])[CH3:2].[C:18]([O-:21])(O)=O.[Na+].ClC(OC(Cl)=O)(Cl)Cl.[NH2:31][C:32]1[C:41]2[C:36](=[CH:37][CH:38]=[CH:39][CH:40]=2)[C:35]([O:42][C:43]2[CH:48]=[CH:47][N:46]=[C:45]([NH2:49])[CH:44]=2)=[CH:34][CH:33]=1.CCN(C(C)C)C(C)C.[N-]=C=O, predict the reaction product. The product is: [NH2:49][C:45]1[CH:44]=[C:43]([O:42][C:35]2[C:36]3[C:41](=[CH:40][CH:39]=[CH:38][CH:37]=3)[C:32]([NH:31][C:18]([NH:10][C:8]3[N:7]([C:11]4[CH:12]=[CH:13][C:14]([CH3:17])=[CH:15][CH:16]=4)[N:6]=[C:5]([C:1]([CH3:4])([CH3:3])[CH3:2])[CH:9]=3)=[O:21])=[CH:33][CH:34]=2)[CH:48]=[CH:47][N:46]=1. (2) Given the reactants C[O:2][C:3](=[O:18])[C@@H:4]([N:13]1[CH:17]=[CH:16][CH:15]=[CH:14]1)[CH2:5][C:6]1[CH:11]=[CH:10][C:9]([OH:12])=[CH:8][CH:7]=1.[CH3:19][C:20]1[S:24][C:23]([C:25]2[CH:30]=[CH:29][CH:28]=[CH:27][CH:26]=2)=[N:22][C:21]=1[CH2:31][CH2:32]O, predict the reaction product. The product is: [CH3:19][C:20]1[S:24][C:23]([C:25]2[CH:26]=[CH:27][CH:28]=[CH:29][CH:30]=2)=[N:22][C:21]=1[CH2:31][CH2:32][O:12][C:9]1[CH:10]=[CH:11][C:6]([CH2:5][C@H:4]([N:13]2[CH:17]=[CH:16][CH:15]=[CH:14]2)[C:3]([OH:2])=[O:18])=[CH:7][CH:8]=1. (3) Given the reactants [CH3:1][C:2]1[CH:3]=[C:4]([CH:9]=[CH:10][C:11]=1B1OC(C)(C)C(C)(C)O1)[C:5]([O:7][CH3:8])=[O:6].[CH3:21][CH:22]([O:24][C:25](=[O:42])[NH:26][C@H:27]1[C:36]2[C:31](=[CH:32][CH:33]=[C:34](Br)[CH:35]=2)[N:30]([C:38](=[O:40])[CH3:39])[C@@H:29]([CH3:41])[CH2:28]1)[CH3:23].C(=O)(O)[O-].[Na+], predict the reaction product. The product is: [C:38]([N:30]1[C:31]2[C:36](=[CH:35][C:34]([C:11]3[CH:10]=[CH:9][C:4]([C:5]([O:7][CH3:8])=[O:6])=[CH:3][C:2]=3[CH3:1])=[CH:33][CH:32]=2)[C@H:27]([NH:26][C:25]([O:24][CH:22]([CH3:23])[CH3:21])=[O:42])[CH2:28][C@@H:29]1[CH3:41])(=[O:40])[CH3:39]. (4) Given the reactants [Cl:1][C:2]1[CH:3]=[C:4]([C:9]2([O:14][CH3:15])[CH2:13][CH2:12][NH:11][CH2:10]2)[CH:5]=[C:6]([F:8])[CH:7]=1.C(=O)([O-])[O-].[K+].[K+].Br[CH2:23][CH2:24][CH2:25][CH3:26], predict the reaction product. The product is: [CH2:23]([N:11]1[CH2:12][CH2:13][C:9]([C:4]2[CH:5]=[C:6]([F:8])[CH:7]=[C:2]([Cl:1])[CH:3]=2)([O:14][CH3:15])[CH2:10]1)[CH2:24][CH2:25][CH3:26]. (5) Given the reactants [Cl:1][C:2]1[N:7]=[C:6]([CH2:8][N:9]2[CH:14]=[CH:13][CH:12]=[CH:11][C:10]2=[O:15])[CH:5]=[CH:4][CH:3]=1.[Li+].CC([N-]C(C)C)C.Cl[CH:25]([C:32]1[CH:33]=[N:34][CH:35]=[CH:36][CH:37]=1)[C:26]1[CH:27]=[N:28][CH:29]=[CH:30][CH:31]=1, predict the reaction product. The product is: [Cl:1][C:2]1[N:7]=[C:6]([CH:8]([N:9]2[CH:14]=[CH:13][CH:12]=[CH:11][C:10]2=[O:15])[CH:25]([C:32]2[CH:33]=[N:34][CH:35]=[CH:36][CH:37]=2)[C:26]2[CH:27]=[N:28][CH:29]=[CH:30][CH:31]=2)[CH:5]=[CH:4][CH:3]=1. (6) Given the reactants [N:1]1([C:7]([O:9][CH2:10][C:11]2[CH:16]=[C:15]([Cl:17])[CH:14]=[C:13]([Cl:18])[CH:12]=2)=[O:8])[CH2:6][CH2:5][NH:4][CH2:3][CH2:2]1.C(=O)([O-])[O-].[K+].[K+].C(N(CC)CC)C.[C:32]([O:36][C:37](=[O:42])[NH:38][CH2:39][CH2:40]Br)([CH3:35])([CH3:34])[CH3:33], predict the reaction product. The product is: [C:32]([O:36][C:37]([NH:38][CH2:39][CH2:40][N:4]1[CH2:5][CH2:6][N:1]([C:7]([O:9][CH2:10][C:11]2[CH:16]=[C:15]([Cl:17])[CH:14]=[C:13]([Cl:18])[CH:12]=2)=[O:8])[CH2:2][CH2:3]1)=[O:42])([CH3:35])([CH3:34])[CH3:33]. (7) The product is: [CH2:28]([O:35][C:36]([N:38]1[CH2:46][CH2:45][CH:41]([C:42]([O:10][CH:9]([C:1]2[CH:2]=[CH:3][C:4]([O:5][CH3:6])=[CH:7][CH:8]=2)[C:11]([C:13]2[CH:14]=[CH:15][C:16]([O:17][CH3:18])=[CH:19][CH:20]=2)=[O:12])=[O:43])[CH2:40][CH2:39]1)=[O:37])[C:29]1[CH:34]=[CH:33][CH:32]=[CH:31][CH:30]=1. Given the reactants [C:1]1([C:9]([CH:11]([C:13]2[CH:20]=[CH:19][C:16]([O:17][CH3:18])=[CH:15][CH:14]=2)[OH:12])=[O:10])[CH:8]=[CH:7][C:4]([O:5][CH3:6])=[CH:3][CH:2]=1.C(N(CC)CC)C.[CH2:28]([O:35][C:36]([N:38]1[CH2:46][CH2:45][CH:41]([C:42](Cl)=[O:43])[CH2:40][CH2:39]1)=[O:37])[C:29]1[CH:34]=[CH:33][CH:32]=[CH:31][CH:30]=1.Cl, predict the reaction product. (8) Given the reactants [C:1]1([S:11]([N:14]2[CH2:19][CH2:18][N:17](C(OC(C)(C)C)=O)[CH2:16][CH2:15]2)(=[O:13])=[O:12])[C:10]2[C:5](=[CH:6][CH:7]=[CH:8][CH:9]=2)[CH:4]=[CH:3][CH:2]=1, predict the reaction product. The product is: [C:1]1([S:11]([N:14]2[CH2:15][CH2:16][NH:17][CH2:18][CH2:19]2)(=[O:13])=[O:12])[C:10]2[C:5](=[CH:6][CH:7]=[CH:8][CH:9]=2)[CH:4]=[CH:3][CH:2]=1.